From a dataset of Full USPTO retrosynthesis dataset with 1.9M reactions from patents (1976-2016). Predict the reactants needed to synthesize the given product. (1) Given the product [CH2:32]([O:31][C:2]1[CH:11]=[C:10]([O:40][CH2:30][CH3:25])[CH:9]=[C:8]2[C:3]=1[C:4](=[O:13])[NH:5][CH:6]=[N:7]2)[CH3:33], predict the reactants needed to synthesize it. The reactants are: F[C:2]1[CH:11]=[C:10](F)[CH:9]=[C:8]2[C:3]=1[C:4](=[O:13])[NH:5][CH:6]=[N:7]2.N(C1[C:30]2[C:25](=CC=CC=2)N=CN=1)C1C=CC=CC=1.[O-:31][CH2:32][CH3:33].[Na+].[Cl-].[NH4+].CN(C)C=[O:40]. (2) Given the product [F:1][C:2]([F:8])([F:7])[CH2:3][CH2:4][CH2:5][NH:6][CH:9]1[CH2:14][CH2:13][CH2:12][CH2:11][CH2:10]1, predict the reactants needed to synthesize it. The reactants are: [F:1][C:2]([F:8])([F:7])[CH2:3][CH2:4][CH2:5][NH2:6].[C:9]1(=O)[CH2:14][CH2:13][CH2:12][CH2:11][CH2:10]1.[BH4-].[Na+]. (3) Given the product [CH3:1][C:2]1([CH3:17])[CH2:7][CH2:6][CH2:5][CH2:4][CH:3]1[CH2:8][N:9]([CH3:20])[C:10]1[CH:15]=[CH:14][CH:13]=[C:12]([F:16])[CH:11]=1, predict the reactants needed to synthesize it. The reactants are: [CH3:1][C:2]1([CH3:17])[CH2:7][CH2:6][CH2:5][CH2:4][CH:3]1[CH2:8][NH:9][C:10]1[CH:15]=[CH:14][CH:13]=[C:12]([F:16])[CH:11]=1.[H-].[Na+].[CH3:20]I.O. (4) Given the product [Cl:13][C:14]1[C:15]2[CH:22]=[CH:21][N:20]([C:23]([CH2:24][OH:25])([CH2:28][OH:29])[CH2:26][O:27][S:30]([C:33]3[CH:39]=[CH:38][C:36]([CH3:37])=[CH:35][CH:34]=3)(=[O:32])=[O:31])[C:16]=2[N:17]=[CH:18][N:19]=1, predict the reactants needed to synthesize it. The reactants are: C(N(CC)CC)C.Cl.CN(C)C.[Cl:13][C:14]1[C:15]2[CH:22]=[CH:21][N:20]([C:23]([CH2:28][OH:29])([CH2:26][OH:27])[CH2:24][OH:25])[C:16]=2[N:17]=[CH:18][N:19]=1.[S:30](Cl)([C:33]1[CH:39]=[CH:38][C:36]([CH3:37])=[CH:35][CH:34]=1)(=[O:32])=[O:31].